The task is: Predict the reactants needed to synthesize the given product.. This data is from Full USPTO retrosynthesis dataset with 1.9M reactions from patents (1976-2016). (1) Given the product [CH3:33][CH:32]([CH3:34])[C@H:27]([N:21]1[CH2:20][C:19]2[C:23](=[CH:24][CH:25]=[C:17]([C:14]3[CH:15]=[CH:16][C:11]([NH:10][C:9]([NH:8][C:3]4[CH:4]=[CH:5][C:6]([CH3:37])=[CH:7][CH:2]=4)=[S:35])=[CH:12][CH:13]=3)[CH:18]=2)[C:22]1=[O:26])[C:28]([O:30][CH3:31])=[O:29], predict the reactants needed to synthesize it. The reactants are: F[C:2]1[CH:7]=[CH:6][CH:5]=[CH:4][C:3]=1[NH:8][C:9](=[S:35])[NH:10][C:11]1[CH:16]=[CH:15][C:14]([C:17]2[CH:18]=[C:19]3[C:23](=[CH:24][CH:25]=2)[C:22](=[O:26])[N:21]([C@@H:27]([CH:32]([CH3:34])[CH3:33])[C:28]([O:30][CH3:31])=[O:29])[CH2:20]3)=[CH:13][CH:12]=1.N[C:37]1C=CC(C2C=C3C(=CC=2)C(=O)N([C@@H](C(C)C)C(OC)=O)C3)=CC=1.CC1C=CC(N=C=S)=CC=1. (2) Given the product [ClH:24].[ClH:24].[NH:15]1[CH2:16][CH:13]([C:11]2[NH:10][N:9]=[C:8]([C:6]3[CH:5]=[CH:4][CH:3]=[C:2]([CH3:1])[N:7]=3)[N:12]=2)[CH2:14]1, predict the reactants needed to synthesize it. The reactants are: [CH3:1][C:2]1[N:7]=[C:6]([C:8]2[N:12]=[C:11]([CH:13]3[CH2:16][N:15](C(OC(C)(C)C)=O)[CH2:14]3)[NH:10][N:9]=2)[CH:5]=[CH:4][CH:3]=1.[ClH:24]. (3) Given the product [NH2:14][C:13]1[C:10](=[N:9][NH:8][C:4]2[CH:5]=[CH:6][CH:7]=[C:2]([Cl:1])[CH:3]=2)[C:11]([NH2:12])=[N:30][N:29]=1, predict the reactants needed to synthesize it. The reactants are: [Cl:1][C:2]1[CH:3]=[C:4]([NH:8][N:9]=[C:10]([C:13]#[N:14])[C:11]#[N:12])[CH:5]=[CH:6][CH:7]=1.ClC1C=C(C=CC=1)N.C(#N)CC#N.O.[NH2:29][NH2:30]. (4) Given the product [O:1]1[CH2:2][CH:3]=[C:4]([C:7]2[CH:8]=[C:9]3[C:14](=[C:15]([OH:17])[CH:16]=2)[N:13]=[CH:12][NH:11][C:10]3=[O:34])[CH2:5][CH2:6]1, predict the reactants needed to synthesize it. The reactants are: [O:1]1[CH2:6][CH:5]=[C:4]([C:7]2[CH:8]=[C:9]3[C:14](=[C:15]([O:17]COCC[Si](C)(C)C)[CH:16]=2)[N:13]=[CH:12][N:11](COCC[Si](C)(C)C)[C:10]3=[O:34])[CH2:3][CH2:2]1.C(O)=O.O. (5) Given the product [O:4]1[C:5]2([CH2:10][CH2:9][CH:8]([C@H:11]([C:13]3[S:17][CH:16]=[C:15]([C:18]([O:20][CH3:21])=[O:19])[C:14]=3[CH3:22])[CH3:12])[CH2:7][CH2:6]2)[O:1][CH2:2][CH2:3]1, predict the reactants needed to synthesize it. The reactants are: [O:1]1[C:5]2([CH2:10][CH2:9][CH:8]([C:11]([C:13]3[S:17][CH:16]=[C:15]([C:18]([O:20][CH3:21])=[O:19])[C:14]=3[CH3:22])=[CH2:12])[CH2:7][CH2:6]2)[O:4][CH2:3][CH2:2]1. (6) Given the product [CH3:16][O:17][C:18]1[CH:23]=[C:22]([O:24][CH3:25])[N:21]=[C:20]([N:26]2[CH2:27][CH2:28][N:29]([CH2:2][C:3]3[CH:8]=[CH:7][C:6]([C:9]([NH:12][C:13](=[O:15])[CH3:14])([CH3:11])[CH3:10])=[CH:5][CH:4]=3)[CH2:30][CH2:31]2)[N:19]=1, predict the reactants needed to synthesize it. The reactants are: Cl[CH2:2][C:3]1[CH:8]=[CH:7][C:6]([C:9]([NH:12][C:13](=[O:15])[CH3:14])([CH3:11])[CH3:10])=[CH:5][CH:4]=1.[CH3:16][O:17][C:18]1[CH:23]=[C:22]([O:24][CH3:25])[N:21]=[C:20]([N:26]2[CH2:31][CH2:30][NH:29][CH2:28][CH2:27]2)[N:19]=1.